From a dataset of Peptide-MHC class II binding affinity with 134,281 pairs from IEDB. Regression. Given a peptide amino acid sequence and an MHC pseudo amino acid sequence, predict their binding affinity value. This is MHC class II binding data. (1) The peptide sequence is QKEYMERQGKTPLGL. The MHC is DRB1_0405 with pseudo-sequence DRB1_0405. The binding affinity (normalized) is 0.226. (2) The peptide sequence is FFIQSFTMSTALKRL. The MHC is H-2-IAb with pseudo-sequence H-2-IAb. The binding affinity (normalized) is 0.522. (3) The binding affinity (normalized) is 0.388. The peptide sequence is STQLIMPVPGILLTG. The MHC is DRB1_0802 with pseudo-sequence DRB1_0802. (4) The peptide sequence is KVTAKGVSEANTCAA. The MHC is DRB1_1101 with pseudo-sequence DRB1_1101. The binding affinity (normalized) is 0.205. (5) The peptide sequence is SKTHLNFERSLKAFF. The MHC is DRB1_0802 with pseudo-sequence DRB1_0802. The binding affinity (normalized) is 0.577. (6) The peptide sequence is ATSPTAEGGKATTEE. The MHC is HLA-DQA10201-DQB10202 with pseudo-sequence HLA-DQA10201-DQB10202. The binding affinity (normalized) is 0.211. (7) The peptide sequence is VWGIKQLQARVLAVERYLKD. The MHC is DRB1_0101 with pseudo-sequence DRB1_0101. The binding affinity (normalized) is 0.923. (8) The peptide sequence is RPGLLIGFGLRTLWS. The MHC is DRB1_0801 with pseudo-sequence DRB1_0801. The binding affinity (normalized) is 0.499. (9) The peptide sequence is TILKALGPAATLEEMMTA. The MHC is HLA-DQA10401-DQB10402 with pseudo-sequence HLA-DQA10401-DQB10402. The binding affinity (normalized) is 0.201.